Dataset: Reaction yield outcomes from USPTO patents with 853,638 reactions. Task: Predict the reaction yield, written as a fraction of the theoretical maximum amount of product (1.0 means a 100% yield; for example, 0.34 means a 34% yield). (1) The reactants are CC([CH:5]1[CH2:11][N:10](C([O-])=O)[CH2:9][C:8]2[CH:15]=[C:16]([C:19]3[CH:20]=[N:21][C:22]([NH2:28])=[C:23]([N+:25]([O-:27])=[O:26])[CH:24]=3)[CH:17]=[CH:18][C:7]=2[O:6]1)(C)C.[ClH:29]. The catalyst is CO.O1CCOCC1. The product is [ClH:29].[ClH:29].[N+:25]([C:23]1[C:22]([NH2:28])=[N:21][CH:20]=[C:19]([C:16]2[CH:17]=[CH:18][C:7]3[O:6][CH2:5][CH2:11][NH:10][CH2:9][C:8]=3[CH:15]=2)[CH:24]=1)([O-:27])=[O:26]. The yield is 0.950. (2) The reactants are [N:1]1[CH:6]=[CH:5][CH:4]=[CH:3][C:2]=1[O:7][CH2:8][C:9]1[CH:16]=[CH:15][C:12]([CH:13]=O)=[CH:11][CH:10]=1.[N+:17]([CH3:20])([O-:19])=[O:18].C([O-])(=O)C.[NH4+].C(O)(=O)C. The catalyst is O. The product is [N+:17](/[CH:20]=[CH:13]/[C:12]1[CH:15]=[CH:16][C:9]([CH2:8][O:7][C:2]2[CH:3]=[CH:4][CH:5]=[CH:6][N:1]=2)=[CH:10][CH:11]=1)([O-:19])=[O:18]. The yield is 0.745. (3) The reactants are [CH3:1][C:2]1([CH3:29])[O:7][CH2:6][C:5]2=[CH:8][C:9]([NH:11][C:12]3[C:13](=[O:28])[N:14]([CH3:27])[CH:15]=[C:16](B4OC(C)(C)C(C)(C)O4)[CH:17]=3)=[N:10][N:4]2[CH2:3]1.Cl[C:31]1[CH:36]=[CH:35][N:34]=[C:33]([N:37]2[N:48]=[CH:47][C:46]3[C:45]4[CH2:44][C:43]([CH3:50])([CH3:49])[CH2:42][C:41]=4[S:40][C:39]=3[C:38]2=[O:51])[C:32]=1[CH:52]=[O:53].[O-]P([O-])([O-])=O.[K+].[K+].[K+].C([O-])(=O)C.[Na+]. The catalyst is C1C=CC(P(C2C=CC=CC=2)[C-]2C=CC=C2)=CC=1.C1C=CC(P(C2C=CC=CC=2)[C-]2C=CC=C2)=CC=1.Cl[Pd]Cl.[Fe+2].C(#N)C.O. The product is [CH3:29][C:2]1([CH3:1])[O:7][CH2:6][C:5]2=[CH:8][C:9]([NH:11][C:12]3[C:13](=[O:28])[N:14]([CH3:27])[CH:15]=[C:16]([C:31]4[CH:36]=[CH:35][N:34]=[C:33]([N:37]5[N:48]=[CH:47][C:46]6[C:45]7[CH2:44][C:43]([CH3:49])([CH3:50])[CH2:42][C:41]=7[S:40][C:39]=6[C:38]5=[O:51])[C:32]=4[CH:52]=[O:53])[CH:17]=3)=[N:10][N:4]2[CH2:3]1. The yield is 0.220. (4) The reactants are [OH:1][C:2]1[CH:7]=[CH:6][C:5]([CH2:8][C:9](=[O:11])[CH3:10])=[CH:4][CH:3]=1.Br[CH2:13][C:14]([O:16][CH2:17][CH3:18])=[O:15].C(=O)([O-])[O-].[K+].[K+]. The catalyst is C(#N)C. The product is [O:11]=[C:9]([CH3:10])[CH2:8][C:5]1[CH:4]=[CH:3][C:2]([O:1][CH2:13][C:14]([O:16][CH2:17][CH3:18])=[O:15])=[CH:7][CH:6]=1. The yield is 1.00. (5) The reactants are [CH:1]1([S:4]([N:7]2[CH2:12][CH2:11][CH:10]([NH:13][C:14]3[N:19]=[C:18]([C:20]4[N:27]5[C:23]([S:24][CH:25]=[CH:26]5)=[N:22][C:21]=4[C:28]4[CH:33]=[CH:32][C:31]([F:34])=[C:30]([O:35]C)[CH:29]=4)[CH:17]=[CH:16][N:15]=3)[CH2:9][CH2:8]2)(=[O:6])=[O:5])[CH2:3][CH2:2]1.B(Br)(Br)Br. The catalyst is C(Cl)Cl. The product is [CH:1]1([S:4]([N:7]2[CH2:8][CH2:9][CH:10]([NH:13][C:14]3[N:19]=[C:18]([C:20]4[N:27]5[C:23]([S:24][CH:25]=[CH:26]5)=[N:22][C:21]=4[C:28]4[CH:33]=[CH:32][C:31]([F:34])=[C:30]([OH:35])[CH:29]=4)[CH:17]=[CH:16][N:15]=3)[CH2:11][CH2:12]2)(=[O:5])=[O:6])[CH2:2][CH2:3]1. The yield is 0.860. (6) The reactants are Br[C:2]1[CH:20]=[CH:19][C:5]2[N:6]([CH2:14][CH2:15][N:16]([CH3:18])[CH3:17])[C:7]([CH2:9][C:10]([CH3:13])([CH3:12])[CH3:11])=[N:8][C:4]=2[CH:3]=1.[SH:21][C@H:22]1[CH2:26][CH2:25][N:24]([C:27]([O:29][C:30]([CH3:33])([CH3:32])[CH3:31])=[O:28])[CH2:23]1.C(N(CC)C(C)C)(C)C. The catalyst is O1CCOCC1.C1C=CC(/C=C/C(/C=C/C2C=CC=CC=2)=O)=CC=1.C1C=CC(/C=C/C(/C=C/C2C=CC=CC=2)=O)=CC=1.C1C=CC(/C=C/C(/C=C/C2C=CC=CC=2)=O)=CC=1.[Pd].[Pd].C1(P(C2C=CC=CC=2)C2C3OC4C(=CC=CC=4P(C4C=CC=CC=4)C4C=CC=CC=4)C(C)(C)C=3C=CC=2)C=CC=CC=1. The product is [CH3:17][N:16]([CH3:18])[CH2:15][CH2:14][N:6]1[C:5]2[CH:19]=[CH:20][C:2]([S:21][C@H:22]3[CH2:26][CH2:25][N:24]([C:27]([O:29][C:30]([CH3:33])([CH3:32])[CH3:31])=[O:28])[CH2:23]3)=[CH:3][C:4]=2[N:8]=[C:7]1[CH2:9][C:10]([CH3:13])([CH3:12])[CH3:11]. The yield is 0.700. (7) The reactants are Br[CH2:2]/[CH:3]=[CH:4]/[C:5]([NH:7][C:8]1[CH:9]=[C:10]2[C:15](=[CH:16][C:17]=1[O:18][CH3:19])[N:14]=[CH:13][N:12]=[C:11]2[NH:20][C:21]1[CH:26]=[CH:25][C:24]([F:27])=[C:23]([Cl:28])[CH:22]=1)=[O:6].[CH:29]12[CH2:36][CH2:35][CH:34]1[CH2:33][CH2:32][CH2:31][NH:30]2.CCN(C(C)C)C(C)C.O. The catalyst is CC(N(C)C)=O. The product is [CH:29]12[CH2:36][CH2:35][CH:34]1[CH2:33][CH2:32][CH2:31][N:30]2[CH2:2]/[CH:3]=[CH:4]/[C:5]([NH:7][C:8]1[CH:9]=[C:10]2[C:15](=[CH:16][C:17]=1[O:18][CH3:19])[N:14]=[CH:13][N:12]=[C:11]2[NH:20][C:21]1[CH:26]=[CH:25][C:24]([F:27])=[C:23]([Cl:28])[CH:22]=1)=[O:6]. The yield is 0.420.